This data is from Merck oncology drug combination screen with 23,052 pairs across 39 cell lines. The task is: Regression. Given two drug SMILES strings and cell line genomic features, predict the synergy score measuring deviation from expected non-interaction effect. (1) Drug 1: CN(C)C(=N)N=C(N)N. Drug 2: Cn1cc(-c2cnn3c(N)c(Br)c(C4CCCNC4)nc23)cn1. Cell line: A2058. Synergy scores: synergy=0.134. (2) Drug 1: CCC1(O)CC2CN(CCc3c([nH]c4ccccc34)C(C(=O)OC)(c3cc4c(cc3OC)N(C)C3C(O)(C(=O)OC)C(OC(C)=O)C5(CC)C=CCN6CCC43C65)C2)C1. Drug 2: O=C(O)C1(Cc2cccc(Nc3nccs3)n2)CCC(Oc2cccc(Cl)c2F)CC1. Cell line: EFM192B. Synergy scores: synergy=16.5. (3) Drug 1: NC1(c2ccc(-c3nc4ccn5c(=O)[nH]nc5c4cc3-c3ccccc3)cc2)CCC1. Drug 2: COC1=C2CC(C)CC(OC)C(O)C(C)C=C(C)C(OC(N)=O)C(OC)C=CC=C(C)C(=O)NC(=CC1=O)C2=O. Cell line: A427. Synergy scores: synergy=13.7.